From a dataset of Full USPTO retrosynthesis dataset with 1.9M reactions from patents (1976-2016). Predict the reactants needed to synthesize the given product. (1) Given the product [NH2:2][C:1]1[NH:19][C:10]2[C:9]([C:3]=1[C:4]([O:6][CH2:7][CH3:8])=[O:5])=[CH:18][CH:17]=[C:12]([C:13]([O:15][CH3:16])=[O:14])[CH:11]=2, predict the reactants needed to synthesize it. The reactants are: [C:1]([CH:3]([C:9]1[CH:18]=[CH:17][C:12]([C:13]([O:15][CH3:16])=[O:14])=[CH:11][C:10]=1[N+:19]([O-])=O)[C:4]([O:6][CH2:7][CH3:8])=[O:5])#[N:2]. (2) Given the product [CH:3]([C:10]1[NH:6][C:7]2[CH2:20][CH2:19][CH2:18][CH2:17][CH2:16][C:8]=2[C:9]=1[CH2:11][CH2:12][C:13]([OH:15])=[O:14])=[O:4], predict the reactants needed to synthesize it. The reactants are: CN(C)[CH:3]=[O:4].[NH:6]1[CH:10]=[C:9]([CH2:11][CH2:12][C:13]([OH:15])=[O:14])[C:8]2[CH2:16][CH2:17][CH2:18][CH2:19][CH2:20][C:7]1=2.P(Cl)(Cl)(Cl)=O.Cl.